From a dataset of Full USPTO retrosynthesis dataset with 1.9M reactions from patents (1976-2016). Predict the reactants needed to synthesize the given product. (1) Given the product [OH:6][C:7]1[C:17]2[CH2:16][CH2:15][N:14]([C:18](=[O:23])[C:19]([F:22])([F:20])[F:21])[CH2:13][CH2:12][C:11]=2[CH:10]=[CH:9][CH:8]=1, predict the reactants needed to synthesize it. The reactants are: B(Br)(Br)Br.C[O:6][C:7]1[C:17]2[CH2:16][CH2:15][N:14]([C:18](=[O:23])[C:19]([F:22])([F:21])[F:20])[CH2:13][CH2:12][C:11]=2[CH:10]=[CH:9][CH:8]=1. (2) Given the product [CH3:16][O:15][C:12]1[CH:13]=[CH:14][C:9]([NH:8][C:4]2[CH:3]=[C:2]([N:17]3[CH2:22][CH2:21][O:20][CH2:19][CH2:18]3)[N:7]=[CH:6][N:5]=2)=[CH:10][CH:11]=1, predict the reactants needed to synthesize it. The reactants are: Cl[C:2]1[N:7]=[CH:6][N:5]=[C:4]([NH:8][C:9]2[CH:14]=[CH:13][C:12]([O:15][CH3:16])=[CH:11][CH:10]=2)[CH:3]=1.[NH:17]1[CH2:22][CH2:21][O:20][CH2:19][CH2:18]1.CCN(C(C)C)C(C)C.